This data is from Forward reaction prediction with 1.9M reactions from USPTO patents (1976-2016). The task is: Predict the product of the given reaction. (1) Given the reactants [Cl:1][C:2]1[CH:7]=[CH:6][C:5]([C:8]2[C:13]([O:14][CH2:15][CH:16]3[CH2:18][CH2:17]3)=[CH:12][N:11]=[C:10]([C:19]([OH:21])=O)[N:9]=2)=[CH:4][CH:3]=1.Cl.[F:23][C:24]([F:33])([F:32])[C:25]1[N:29]=[C:28]([CH2:30][NH2:31])[O:27][N:26]=1, predict the reaction product. The product is: [F:33][C:24]([F:23])([F:32])[C:25]1[N:29]=[C:28]([CH2:30][NH:31][C:19]([C:10]2[N:9]=[C:8]([C:5]3[CH:4]=[CH:3][C:2]([Cl:1])=[CH:7][CH:6]=3)[C:13]([O:14][CH2:15][CH:16]3[CH2:17][CH2:18]3)=[CH:12][N:11]=2)=[O:21])[O:27][N:26]=1. (2) Given the reactants [F:1][C:2]1[CH:7]=[CH:6][CH:5]=[C:4]([F:8])[C:3]=1[N:9]1[C:14]2[N:15]=[C:16]([NH:34][CH:35]3[CH2:40][C:39]([CH3:42])([CH3:41])[NH:38][C:37]([CH3:44])([CH3:43])[CH2:36]3)[N:17]=[C:18]([C:19]3[CH:20]=[C:21]([NH:26][C:27]([C:29]4[CH:33]=[CH:32][S:31][CH:30]=4)=[O:28])[CH:22]=[CH:23][C:24]=3[CH3:25])[C:13]=2[CH:12]=[CH:11][C:10]1=[O:45].[ClH:46], predict the reaction product. The product is: [ClH:46].[F:8][C:4]1[CH:5]=[CH:6][CH:7]=[C:2]([F:1])[C:3]=1[N:9]1[C:14]2[N:15]=[C:16]([NH:34][CH:35]3[CH2:36][C:37]([CH3:43])([CH3:44])[NH:38][C:39]([CH3:42])([CH3:41])[CH2:40]3)[N:17]=[C:18]([C:19]3[CH:20]=[C:21]([NH:26][C:27]([C:29]4[CH:33]=[CH:32][S:31][CH:30]=4)=[O:28])[CH:22]=[CH:23][C:24]=3[CH3:25])[C:13]=2[CH:12]=[CH:11][C:10]1=[O:45]. (3) Given the reactants [OH:1][C:2]1[CH:3]=[C:4]([N:8]2[CH2:12][CH2:11][C@H:10]3[CH2:13][N:14](C(OC(C)(C)C)=O)[CH2:15][C@@H:9]23)[CH:5]=[N:6][CH:7]=1.FC(F)(F)C(O)=O, predict the reaction product. The product is: [OH:1][C:2]1[CH:3]=[C:4]([N:8]2[CH2:12][CH2:11][C@H:10]3[CH2:13][NH:14][CH2:15][C@@H:9]23)[CH:5]=[N:6][CH:7]=1. (4) Given the reactants [Cl:1][C:2]1[CH:19]=[CH:18][C:5]([O:6][C:7]2[CH:8]=[C:9]([CH:15]=[CH:16][CH:17]=2)[C:10]([N:12]([CH3:14])[CH3:13])=[O:11])=[C:4]([N+:20]([O-])=O)[CH:3]=1.Cl[Sn]Cl, predict the reaction product. The product is: [NH2:20][C:4]1[CH:3]=[C:2]([Cl:1])[CH:19]=[CH:18][C:5]=1[O:6][C:7]1[CH:8]=[C:9]([CH:15]=[CH:16][CH:17]=1)[C:10]([N:12]([CH3:13])[CH3:14])=[O:11]. (5) Given the reactants Br[C:2]1[C:3]([C:23]2[CH:28]=[CH:27][C:26]([Cl:29])=[CH:25][CH:24]=2)=[CH:4][C:5]2[N:6]([C:8]([CH2:11][C:12]3[C:13]([CH3:22])=[N:14][C:15]([C:18]([F:21])([F:20])[F:19])=[CH:16][CH:17]=3)=[N:9][N:10]=2)[CH:7]=1.[CH3:30][O:31][C:32]1[CH:37]=[CH:36][CH:35]=[CH:34][C:33]=1B(O)O.C([O-])([O-])=O.[K+].[K+].ClC1C=CC(C2C(C3C=CC(Cl)=CC=3Cl)=CN3C(CC4C=NC(C(F)(F)F)=CC=4)=NN=C3C=2)=CC=1, predict the reaction product. The product is: [Cl:29][C:26]1[CH:25]=[CH:24][C:23]([C:3]2[C:2]([C:33]3[CH:34]=[CH:35][CH:36]=[CH:37][C:32]=3[O:31][CH3:30])=[CH:7][N:6]3[C:8]([CH2:11][C:12]4[C:13]([CH3:22])=[N:14][C:15]([C:18]([F:21])([F:19])[F:20])=[CH:16][CH:17]=4)=[N:9][N:10]=[C:5]3[CH:4]=2)=[CH:28][CH:27]=1. (6) Given the reactants [F:1][C:2]([F:38])([F:37])[C:3]1[CH:4]=[C:5]([CH:30]=[C:31]([C:33]([F:36])([F:35])[F:34])[CH:32]=1)[CH2:6][N:7]([CH3:29])[C:8](=[O:28])[C:9]1[C:14]([C:15]2[CH:20]=[CH:19][CH:18]=[CH:17][C:16]=2[CH3:21])=[CH:13][C:12]([N:22]2[CH2:27][CH2:26][S:25][CH2:24][CH2:23]2)=[N:11][CH:10]=1.[OH:39]OS([O-])=O.[K+], predict the reaction product. The product is: [F:38][C:2]([F:37])([F:1])[C:3]1[CH:4]=[C:5]([CH:30]=[C:31]([C:33]([F:35])([F:36])[F:34])[CH:32]=1)[CH2:6][N:7]([CH3:29])[C:8](=[O:28])[C:9]1[C:14]([C:15]2[CH:20]=[CH:19][CH:18]=[CH:17][C:16]=2[CH3:21])=[CH:13][C:12]([N:22]2[CH2:27][CH2:26][S:25](=[O:39])[CH2:24][CH2:23]2)=[N:11][CH:10]=1. (7) Given the reactants C(N(CC)C(C)C)(C)C.Cl.Cl.[CH:12]1([NH2:17])[CH2:15][CH:14]([NH2:16])[CH2:13]1.[F:18][C:19]1[CH:40]=[CH:39][CH:38]=[C:37]([F:41])[C:20]=1[CH2:21][O:22][C:23]1[C:24]2[N:25]([C:30]([C:34](O)=[O:35])=[C:31]([CH3:33])[N:32]=2)[CH:26]=[C:27]([CH3:29])[CH:28]=1.CN(C(ON1N=NC2C=CC=NC1=2)=[N+](C)C)C.F[P-](F)(F)(F)(F)F.C(O)(C(F)(F)F)=O, predict the reaction product. The product is: [NH2:16][CH:14]1[CH2:15][CH:12]([NH:17][C:34]([C:30]2[N:25]3[CH:26]=[C:27]([CH3:29])[CH:28]=[C:23]([O:22][CH2:21][C:20]4[C:37]([F:41])=[CH:38][CH:39]=[CH:40][C:19]=4[F:18])[C:24]3=[N:32][C:31]=2[CH3:33])=[O:35])[CH2:13]1. (8) Given the reactants [F:1][C:2]([F:14])([F:13])[C:3]1[CH:8]=[CH:7][CH:6]=[C:5]([C:9]([F:12])([F:11])[F:10])[CH:4]=1.CCN(CCO[C:23]1[CH:24]=[CH:25][C:26](C[C:23]2[CH:28]=[CH:27][CH:26]=[CH:25][CH:24]=2)=[CH:27][CH:28]=1)CC.Cl.IC1C=CC=CC=1, predict the reaction product. The product is: [F:1][C:2]([F:13])([F:14])[C:3]1[CH:8]=[C:7]([C:23]2[CH:24]=[CH:25][CH:26]=[CH:27][CH:28]=2)[CH:6]=[C:5]([C:9]([F:10])([F:11])[F:12])[CH:4]=1. (9) Given the reactants [F:1][C:2]([F:13])([F:12])[C:3]1[CH:4]=[C:5]([CH:7]=[CH:8][C:9]=1[C:10]#[N:11])[NH2:6].[C:14]1(=O)[O:19][C:17](=[O:18])[CH:16]=[CH:15]1, predict the reaction product. The product is: [O:18]=[C:17]1[CH:16]=[CH:15][C:14](=[O:19])[N:6]1[C:5]1[CH:7]=[CH:8][C:9]([C:10]#[N:11])=[C:3]([C:2]([F:12])([F:13])[F:1])[CH:4]=1.